This data is from Full USPTO retrosynthesis dataset with 1.9M reactions from patents (1976-2016). The task is: Predict the reactants needed to synthesize the given product. The reactants are: [N:1]1[CH:6]=[CH:5][CH:4]=[C:3]([C:7]2[N:12]=[C:11]([CH3:13])[C:10]([C:14]([OH:16])=O)=[CH:9][N:8]=2)[CH:2]=1.C(N(C(C)C)CC)(C)C.Cl.[CH3:27][NH:28][S:29]([C:32]1[CH:33]=[C:34]([CH:37]=[CH:38][CH:39]=1)[CH2:35][NH2:36])(=[O:31])=[O:30]. Given the product [CH3:27][NH:28][S:29]([C:32]1[CH:33]=[C:34]([CH:37]=[CH:38][CH:39]=1)[CH2:35][NH:36][C:14]([C:10]1[C:11]([CH3:13])=[N:12][C:7]([C:3]2[CH:2]=[N:1][CH:6]=[CH:5][CH:4]=2)=[N:8][CH:9]=1)=[O:16])(=[O:30])=[O:31], predict the reactants needed to synthesize it.